Task: Predict which catalyst facilitates the given reaction.. Dataset: Catalyst prediction with 721,799 reactions and 888 catalyst types from USPTO (1) Reactant: Br[C:2]1[CH:7]=[N:6][C:5]([Br:8])=[CH:4][N:3]=1.[Cl:9][C:10]1[CH:15]=[C:14]([OH:16])[CH:13]=[CH:12][N:11]=1.C([O-])([O-])=O.[Cs+].[Cs+].O. Product: [Br:8][C:5]1[CH:4]=[N:3][C:2]([O:16][C:14]2[CH:13]=[CH:12][N:11]=[C:10]([Cl:9])[CH:15]=2)=[CH:7][N:6]=1. The catalyst class is: 3. (2) Product: [NH:1]1[C:2]2[CH:6]=[CH:5][S:4][C:3]=2[C:7](=[O:8])[O:9][C:10]1=[O:13]. Reactant: [NH2:1][C:2]1[CH:6]=[CH:5][S:4][C:3]=1[C:7]([O:9][CH3:10])=[O:8].ClC(OCC)=[O:13].[OH-].[Na+].Cl.P(Br)(Br)Br. The catalyst class is: 127.